Dataset: NCI-60 drug combinations with 297,098 pairs across 59 cell lines. Task: Regression. Given two drug SMILES strings and cell line genomic features, predict the synergy score measuring deviation from expected non-interaction effect. (1) Cell line: SK-MEL-5. Drug 1: CC1=C(C(CCC1)(C)C)C=CC(=CC=CC(=CC(=O)O)C)C. Drug 2: C(CCl)NC(=O)N(CCCl)N=O. Synergy scores: CSS=7.81, Synergy_ZIP=-4.55, Synergy_Bliss=-3.62, Synergy_Loewe=-1.82, Synergy_HSA=-1.82. (2) Drug 1: CCN(CC)CCNC(=O)C1=C(NC(=C1C)C=C2C3=C(C=CC(=C3)F)NC2=O)C. Drug 2: COC1=C2C(=CC3=C1OC=C3)C=CC(=O)O2. Cell line: U251. Synergy scores: CSS=-1.53, Synergy_ZIP=1.71, Synergy_Bliss=-0.0461, Synergy_Loewe=0.298, Synergy_HSA=-3.56. (3) Drug 1: C1CCC(C(C1)N)N.C(=O)(C(=O)[O-])[O-].[Pt+4]. Drug 2: CC(C)CN1C=NC2=C1C3=CC=CC=C3N=C2N. Cell line: HOP-92. Synergy scores: CSS=14.4, Synergy_ZIP=-0.708, Synergy_Bliss=1.86, Synergy_Loewe=-0.0453, Synergy_HSA=0.371.